Dataset: Full USPTO retrosynthesis dataset with 1.9M reactions from patents (1976-2016). Task: Predict the reactants needed to synthesize the given product. Given the product [CH:16]([N:19]([CH2:20][C:21]1[O:25][N:24]=[C:23]([C:26]2[CH:31]=[CH:30][C:29]([C:32]([F:33])([F:34])[F:35])=[CH:28][CH:27]=2)[N:22]=1)[C:9](=[O:10])[CH2:8][O:7][C:6]1[CH:12]=[CH:13][C:3]([C:2]([F:15])([F:14])[F:1])=[CH:4][CH:5]=1)([CH3:18])[CH3:17], predict the reactants needed to synthesize it. The reactants are: [F:1][C:2]([F:15])([F:14])[C:3]1[CH:13]=[CH:12][C:6]([O:7][CH2:8][C:9](Cl)=[O:10])=[CH:5][CH:4]=1.[CH:16]([NH:19][CH2:20][C:21]1[O:25][N:24]=[C:23]([C:26]2[CH:31]=[CH:30][C:29]([C:32]([F:35])([F:34])[F:33])=[CH:28][CH:27]=2)[N:22]=1)([CH3:18])[CH3:17].C(N(CC)CC)C.